Dataset: Drug-target binding data from BindingDB using IC50 measurements. Task: Regression. Given a target protein amino acid sequence and a drug SMILES string, predict the binding affinity score between them. We predict pIC50 (pIC50 = -log10(IC50 in M); higher means more potent). Dataset: bindingdb_ic50. (1) The small molecule is CCCC[C@@H](O)/C=C(C)/C=C/C=C/C(=O)N1CCCC1=O. The target protein (Q9UBT6) has sequence MDSTKEKCDSYKDDLLLRMGLNDNKAGMEGLDKEKINKIIMEATKGSRFYGNELKKEKQVNQRIENMMQQKAQITSQQLRKAQLQVDRFAMELEQSRNLSNTIVHIDMDAFYAAVEMRDNPELKDKPIAVGSMSMLSTSNYHARRFGVRAAMPGFIAKRLCPQLIIVPPNFDKYRAVSKEVKEILADYDPNFMAMSLDEAYLNITKHLEERQNWPEDKRRYFIKMGSSVENDNPGKEVNKLSEHERSISPLLFEESPSDVQPPGDPFQVNFEEQNNPQILQNSVVFGTSAQEVVKEIRFRIEQKTTLTASAGIAPNTMLAKVCSDKNKPNGQYQILPNRQAVMDFIKDLPIRKVSGIGKVTEKMLKALGIITCTELYQQRALLSLLFSETSWHYFLHISLGLGSTHLTRDGERKSMSVERTFSEINKAEEQYSLCQELCSELAQDLQKERLKGRTVTIKLKNVNFEVKTRASTVSSVVSTAEEIFAIAKELLKTEIDADF.... The pIC50 is 3.7. (2) The compound is Cc1cnn(CC2CCN(Cc3cncc(C(=O)NCc4ccc5c(N)nccc5c4)c3)CC2)c1. The target protein (P03952) has sequence MILFKQATYFISLFATVSCGCLTQLYENAFFRGGDVASMYTPNAQYCQMRCTFHPRCLLFSFLPASSINDMEKRFGCFLKDSVTGTLPKVHRTGAVSGHSLKQCGHQISACHRDIYKGVDMRGVNFNVSKVSSVEECQKRCTNNIRCQFFSYATQTFHKAEYRNNCLLKYSPGGTPTAIKVLSNVESGFSLKPCALSEIGCHMNIFQHLAFSDVDVARVLTPDAFVCRTICTYHPNCLFFTFYTNVWKIESQRNVCLLKTSESGTPSSSTPQENTISGYSLLTCKRTLPEPCHSKIYPGVDFGGEELNVTFVKGVNVCQETCTKMIRCQFFTYSLLPEDCKEEKCKCFLRLSMDGSPTRIAYGTQGSSGYSLRLCNTGDNSVCTTKTSTRIVGGTNSSWGEWPWQVSLQVKLTAQRHLCGGSLIGHQWVLTAAHCFDGLPLQDVWRIYSGILNLSDITKDTPFSQIKEIIIHQNYKVSEGNHDIALIKLQAPLNYTEFQK.... The pIC50 is 5.9. (3) The drug is Cc1ccc(S(=O)(=O)Nc2cc3c(C(=O)Nc4ccccc4)c(C)oc3c3ccccc23)cc1. The target protein sequence is MAGRSGDSDEELIRTVRLIKLLYQSNPPPNPEGTRQARRNRRRRWRERQRQIHSISERILGTYLGRSAEPVPLQLPPLERLTLDCNEDCGTSGTQGVGSPQILVESPTVLESGTKE. The pIC50 is 4.1. (4) The compound is COC(=O)C1C(c2ccc([N+](=O)[O-])cc2[N+](=O)[O-])CC2CCC1N2C. The target protein (P27922) has sequence MSEGRCSVAHMSSVVAPAKEANAMGPKAVELVLVKEQNGVQLTNSTLLNPPQSPTEAQDRETWSKKADFLLSVIGFAVDLANVWRFPYLCYKNGGGAFLVPYLFFMVVAGVPLFYMELALGQFNREGAAGVWKICPILRGVGYTAILISLYIGFFYNVIIAWALHYLLSSFTTELPWTHCNHSWNSPRCSDARAPNASSGPNGTSRTTPAAEYFERGVLHLHESQGIDDLGPPRWQLTSCLVLVIVLLYFSLWKGVKTSGKVVWITATMPYVVLFALLLRGITLPGAVDAIRAYLSVDFHRLCEASVWIDAAIQICFSLGVGLGVLIAFSSYNKFTNNCYRDAIITTSVNSLTSFSSGFVVFSFLGYMAQKHSVPIGDVAKDGPGLIFIIYPEALATLPLSSVWAVVFFVMLLTLGIDSAMGGMESVITGLADEFQLLHRHRELFTLLVVLATFLLSLFCVTNGGIYVFTLLDHFAAGTSILFGVLMEVIGVAWFYGVWQ.... The pIC50 is 5.0. (5) The compound is O=C(NCCC(=O)N1CCN(c2ccncc2)CC1)c1nc2ccccc2n1Cc1ccccc1. The target protein (Q3BCU0) has sequence MASWPPLQLQSSNQSQLFPQNATACDNAPEAWDLLHRVLPTFIISICSFGLLGNLFVLLVFLLPRRRLNVAEIYLANLAASDLVFVLGLPFWAENIWNQFNWPFGALLCRVINGIIKANLFISIFLVVAISQDRYCVLVHPMASRRRQRRRQARVTCVLIWVVGGLLSIPTFLLRSIQAVPDLNITACILLLPHEAWHFARIVELNILAFLLPLAAIIFFNYHILASLRGREEVSRTRCGGSKDSKTTALILTLVVAFLVCWAPYHFFAFLEFLFQVQAVRGCFWEDFIDLGLQLANFLAFTNSSLNPVIYVFAGRLFRTKVWELYKQCTPKSLAPISSSHRKEIFQLFWRN. The pIC50 is 6.0. (6) The compound is CNC[C@@H](O)[C@H](c1cccc(F)c1)n1ccc2c(C)cccc21. The target protein (P23975) has sequence MLLARMNPQVQPENNGADTGPEQPLRARKTAELLVVKERNGVQCLLAPRDGDAQPRETWGKKIDFLLSVVGFAVDLANVWRFPYLCYKNGGGAFLIPYTLFLIIAGMPLFYMELALGQYNREGAATVWKICPFFKGVGYAVILIALYVGFYYNVIIAWSLYYLFSSFTLNLPWTDCGHTWNSPNCTDPKLLNGSVLGNHTKYSKYKFTPAAEFYERGVLHLHESSGIHDIGLPQWQLLLCLMVVVIVLYFSLWKGVKTSGKVVWITATLPYFVLFVLLVHGVTLPGASNGINAYLHIDFYRLKEATVWIDAATQIFFSLGAGFGVLIAFASYNKFDNNCYRDALLTSSINCITSFVSGFAIFSILGYMAHEHKVNIEDVATEGAGLVFILYPEAISTLSGSTFWAVVFFVMLLALGLDSSMGGMEAVITGLADDFQVLKRHRKLFTFGVTFSTFLLALFCITKGGIYVLTLLDTFAAGTSILFAVLMEAIGVSWFYGVDR.... The pIC50 is 7.8.